From a dataset of Forward reaction prediction with 1.9M reactions from USPTO patents (1976-2016). Predict the product of the given reaction. (1) Given the reactants [CH:1]([N:4]=[C:5]=[O:6])([CH3:3])[CH3:2].[NH2:7][C:8]1[C:17]2[N:18]=[C:19]([CH2:32][O:33][CH2:34][CH3:35])[N:20]([CH2:21][C:22]([N:25]([CH:29]([CH3:31])[CH3:30])[C:26]([NH2:28])=[O:27])([CH3:24])[CH3:23])[C:16]=2[C:15]2[CH:14]=[CH:13][C:12]([O:36][CH2:37][CH2:38][CH2:39][CH2:40][CH2:41][CH2:42][NH2:43])=[CH:11][C:10]=2[N:9]=1, predict the reaction product. The product is: [NH2:7][C:8]1[C:17]2[N:18]=[C:19]([CH2:32][O:33][CH2:34][CH3:35])[N:20]([CH2:21][C:22]([N:25]([CH:29]([CH3:31])[CH3:30])[C:26]([NH2:28])=[O:27])([CH3:24])[CH3:23])[C:16]=2[C:15]2[CH:14]=[CH:13][C:12]([O:36][CH2:37][CH2:38][CH2:39][CH2:40][CH2:41][CH2:42][NH:43][C:5]([NH:4][CH:1]([CH3:3])[CH3:2])=[O:6])=[CH:11][C:10]=2[N:9]=1. (2) Given the reactants [NH2:1][C@@H:2]([CH2:5][C:6]1[CH:11]=[CH:10][C:9]([O:12][C:13]2[N:18]3[CH:19]=[CH:20][N:21]=[C:17]3[CH:16]=[CH:15][CH:14]=2)=[CH:8][CH:7]=1)[CH2:3][OH:4].[CH2:22]([O:29][C:30]1[CH:35]=[CH:34][C:33]([C@H:36]([O:39][Si:40]([CH2:45][CH3:46])([CH2:43][CH3:44])[CH2:41][CH3:42])[CH2:37]I)=[CH:32][C:31]=1[NH:47][S:48]([CH3:51])(=[O:50])=[O:49])[C:23]1[CH:28]=[CH:27][CH:26]=[CH:25][CH:24]=1.C(N(C(C)C)CC)(C)C.O, predict the reaction product. The product is: [CH2:22]([O:29][C:30]1[CH:35]=[CH:34][C:33]([C@@H:36]([O:39][Si:40]([CH2:41][CH3:42])([CH2:43][CH3:44])[CH2:45][CH3:46])[CH2:37][NH:1][C@@H:2]([CH2:5][C:6]2[CH:7]=[CH:8][C:9]([O:12][C:13]3[N:18]4[CH:19]=[CH:20][N:21]=[C:17]4[CH:16]=[CH:15][CH:14]=3)=[CH:10][CH:11]=2)[CH2:3][OH:4])=[CH:32][C:31]=1[NH:47][S:48]([CH3:51])(=[O:49])=[O:50])[C:23]1[CH:28]=[CH:27][CH:26]=[CH:25][CH:24]=1. (3) Given the reactants [H-].[Na+].[OH:3][C:4]1[CH:5]=[C:6]([CH:11]=[CH:12][C:13]=1[N+:14]([O-:16])=[O:15])[C:7]([O:9][CH3:10])=[O:8].[CH2:17](I)[CH3:18].[Cl-].[NH4+], predict the reaction product. The product is: [CH2:17]([O:3][C:4]1[CH:5]=[C:6]([CH:11]=[CH:12][C:13]=1[N+:14]([O-:16])=[O:15])[C:7]([O:9][CH3:10])=[O:8])[CH3:18]. (4) Given the reactants [NH2:1][C:2]1[C:3]([C:7]2[N:11]([C:12]3[CH:17]=[CH:16][C:15]([F:18])=[C:14]([Br:19])[CH:13]=3)[C:10](=[O:20])[O:9][N:8]=2)=[N:4][O:5][N:6]=1.Cl[C:22]([O:24][C:25]1[CH:30]=[CH:29][CH:28]=[CH:27][CH:26]=1)=[O:23], predict the reaction product. The product is: [Br:19][C:14]1[CH:13]=[C:12]([N:11]2[C:10](=[O:20])[O:9][N:8]=[C:7]2[C:3]2[C:2]([NH:1][C:22](=[O:23])[O:24][C:25]3[CH:30]=[CH:29][CH:28]=[CH:27][CH:26]=3)=[N:6][O:5][N:4]=2)[CH:17]=[CH:16][C:15]=1[F:18].